Dataset: Forward reaction prediction with 1.9M reactions from USPTO patents (1976-2016). Task: Predict the product of the given reaction. (1) Given the reactants [C:1]([O:13]C)(=[O:12])[C:2]1[CH:11]=[CH:10][C:5]([C:6]([O:8]C)=[O:7])=[CH:4][CH:3]=1.C1C2C(=CC(C(O)=O)=CC=2)C=CC=1C(O)=O.C1C2C(=CC(C(OC)=O)=CC=2)C=CC=1C(OC)=O.C1C(C2C=CC(C(O)=O)=CC=2)=CC=C(C(O)=O)C=1.C1(C2C=CC(C(OC)=O)=CC=2)C=CC(C(OC)=O)=CC=1.C(O)(=O)C1C=CC=C(C(O)=O)C=1.S(C1C(C(O)=O)=CC=CC=1C(O)=O)(O)(=O)=O.[Na], predict the reaction product. The product is: [C:1]([OH:13])(=[O:12])[C:2]1[CH:11]=[CH:10][C:5]([C:6]([OH:8])=[O:7])=[CH:4][CH:3]=1. (2) Given the reactants [C:1]([OH:4])(=O)[CH3:2].[Cl:5][C:6]1[CH:12]=[CH:11][C:9]([OH:10])=[CH:8][C:7]=1[OH:13].C([O-])(=O)C.[Na+], predict the reaction product. The product is: [Cl:5][C:6]1[C:7]([OH:13])=[CH:8][C:9]([OH:10])=[C:11]([C:1](=[O:4])[CH3:2])[CH:12]=1. (3) The product is: [C:6]([C:10]1[CH:16]=[CH:15][C:14]([N+:1]([O-:4])=[O:2])=[CH:13][C:11]=1[NH2:12])([CH3:9])([CH3:7])[CH3:8]. Given the reactants [N+:1]([O-:4])([O-])=[O:2].[K+].[C:6]([C:10]1[CH:16]=[CH:15][CH:14]=[CH:13][C:11]=1[NH2:12])([CH3:9])([CH3:8])[CH3:7], predict the reaction product. (4) Given the reactants [Cl:1][C:2]1[C:7]2[O:8][C:9]3[CH2:14][CH2:13][N:12]([C:15]([O:17][C:18]([CH3:21])([CH3:20])[CH3:19])=[O:16])[CH2:11][C:10]=3[C:6]=2[CH:5]=[C:4]([S:22][C:23]2[CH:28]=[CH:27][CH:26]=[CH:25][CH:24]=2)[CH:3]=1.ClC1C=C(C=CC=1)C(OO)=[O:34], predict the reaction product. The product is: [Cl:1][C:2]1[C:7]2[O:8][C:9]3[CH2:14][CH2:13][N:12]([C:15]([O:17][C:18]([CH3:21])([CH3:20])[CH3:19])=[O:16])[CH2:11][C:10]=3[C:6]=2[CH:5]=[C:4]([S:22]([C:23]2[CH:24]=[CH:25][CH:26]=[CH:27][CH:28]=2)=[O:34])[CH:3]=1. (5) Given the reactants [CH3:1][C:2]1[N:3]=[CH:4][S:5][CH:6]=1.C[Li].[CH2:9]([Sn:13](Cl)([CH2:18][CH2:19][CH2:20][CH3:21])[CH2:14][CH2:15][CH2:16][CH3:17])[CH2:10][CH2:11][CH3:12], predict the reaction product. The product is: [CH3:1][C:2]1[N:3]=[C:4]([Sn:13]([CH2:14][CH2:15][CH2:16][CH3:17])([CH2:18][CH2:19][CH2:20][CH3:21])[CH2:9][CH2:10][CH2:11][CH3:12])[S:5][CH:6]=1. (6) Given the reactants C(OC(=O)[NH:7][C@H:8]1[CH2:13][CH2:12][CH2:11][CH2:10][C@H:9]1[NH:14][C:15]1[N:16]=[CH:17][C:18]2[CH:24]=[N:23][CH:22]=[C:21]([C:25]3[CH:26]=[N:27][N:28]([CH3:30])[CH:29]=3)[C:19]=2[N:20]=1)(C)(C)C.[ClH:32], predict the reaction product. The product is: [ClH:32].[CH3:30][N:28]1[CH:29]=[C:25]([C:21]2[C:19]3[N:20]=[C:15]([NH:14][C@@H:9]4[CH2:10][CH2:11][CH2:12][CH2:13][C@@H:8]4[NH2:7])[N:16]=[CH:17][C:18]=3[CH:24]=[N:23][CH:22]=2)[CH:26]=[N:27]1. (7) Given the reactants [CH:1]([N-]C(C)C)(C)C.C([Li])CCC.[CH3:13][O:14][C:15](=[O:27])[CH2:16][C:17]1[CH:22]=[CH:21][C:20]([S:23]([CH3:26])(=[O:25])=[O:24])=[CH:19][CH:18]=1.CN1CCCN(C)C1=O.IC, predict the reaction product. The product is: [CH3:13][O:14][C:15](=[O:27])[CH:16]([C:17]1[CH:18]=[CH:19][C:20]([S:23]([CH3:26])(=[O:24])=[O:25])=[CH:21][CH:22]=1)[CH3:1]. (8) Given the reactants [CH3:1][O:2][C:3]1[CH:10]=[C:9]([O:11][CH2:12][C:13]([CH2:54][O:55][CH2:56][CH2:57][CH2:58][CH2:59][CH2:60][CH2:61][CH2:62][CH2:63][CH2:64][CH2:65][CH2:66][CH2:67][CH2:68][CH2:69][CH2:70][CH2:71][CH2:72][CH3:73])([CH2:34][O:35][CH2:36][CH2:37][CH2:38][CH2:39][CH2:40][CH2:41][CH2:42][CH2:43][CH2:44][CH2:45][CH2:46][CH2:47][CH2:48][CH2:49][CH2:50][CH2:51][CH2:52][CH3:53])[CH2:14][O:15][CH2:16][CH2:17][CH2:18][CH2:19][CH2:20][CH2:21][CH2:22][CH2:23][CH2:24][CH2:25][CH2:26][CH2:27][CH2:28][CH2:29][CH2:30][CH2:31][CH2:32][CH3:33])[CH:8]=[CH:7][C:4]=1[CH:5]=O.Cl.[NH2:75][OH:76].C(N(CC)CC)C, predict the reaction product. The product is: [CH3:1][O:2][C:3]1[CH:10]=[C:9]([O:11][CH2:12][C:13]([CH2:54][O:55][CH2:56][CH2:57][CH2:58][CH2:59][CH2:60][CH2:61][CH2:62][CH2:63][CH2:64][CH2:65][CH2:66][CH2:67][CH2:68][CH2:69][CH2:70][CH2:71][CH2:72][CH3:73])([CH2:34][O:35][CH2:36][CH2:37][CH2:38][CH2:39][CH2:40][CH2:41][CH2:42][CH2:43][CH2:44][CH2:45][CH2:46][CH2:47][CH2:48][CH2:49][CH2:50][CH2:51][CH2:52][CH3:53])[CH2:14][O:15][CH2:16][CH2:17][CH2:18][CH2:19][CH2:20][CH2:21][CH2:22][CH2:23][CH2:24][CH2:25][CH2:26][CH2:27][CH2:28][CH2:29][CH2:30][CH2:31][CH2:32][CH3:33])[CH:8]=[CH:7][C:4]=1[CH:5]=[N:75][OH:76]. (9) Given the reactants Cl[C:2]1[C:3](=[O:18])[N:4]([CH:15]([CH3:17])[CH3:16])[S:5](=[O:14])(=[O:13])[C:6]=1[C:7]1[CH:12]=[CH:11][CH:10]=[CH:9][CH:8]=1.Cl.Cl.[N:21]1[CH:26]=[CH:25][CH:24]=[CH:23][C:22]=1[N:27]1[CH2:32][CH2:31][CH:30]([NH2:33])[CH2:29][CH2:28]1, predict the reaction product. The product is: [CH:15]([N:4]1[C:3](=[O:18])[C:2]([NH:33][CH:30]2[CH2:31][CH2:32][N:27]([C:22]3[CH:23]=[CH:24][CH:25]=[CH:26][N:21]=3)[CH2:28][CH2:29]2)=[C:6]([C:7]2[CH:12]=[CH:11][CH:10]=[CH:9][CH:8]=2)[S:5]1(=[O:14])=[O:13])([CH3:17])[CH3:16].